Dataset: Peptide-MHC class I binding affinity with 185,985 pairs from IEDB/IMGT. Task: Regression. Given a peptide amino acid sequence and an MHC pseudo amino acid sequence, predict their binding affinity value. This is MHC class I binding data. (1) The peptide sequence is MVSDTIMKR. The MHC is HLA-A68:01 with pseudo-sequence HLA-A68:01. The binding affinity (normalized) is 1.00. (2) The peptide sequence is SILARRPTPK. The MHC is HLA-A11:01 with pseudo-sequence HLA-A11:01. The binding affinity (normalized) is 0.967. (3) The peptide sequence is TILGIGTVL. The MHC is Patr-A0401 with pseudo-sequence Patr-A0401. The binding affinity (normalized) is 0. (4) The peptide sequence is YMDDVVLGA. The MHC is HLA-A02:03 with pseudo-sequence HLA-A02:03. The binding affinity (normalized) is 0.338.